Dataset: Full USPTO retrosynthesis dataset with 1.9M reactions from patents (1976-2016). Task: Predict the reactants needed to synthesize the given product. (1) Given the product [CH3:1][N:2]1[CH2:7][CH2:6][N:5]([C:15]2([N:19]3[CH:23]=[CH:22][N:21]=[N:20]3)[CH2:16][CH2:17][C:12]3([O:11][CH2:10][CH2:9][O:8]3)[CH2:13][CH2:14]2)[CH2:4][CH2:3]1, predict the reactants needed to synthesize it. The reactants are: [CH3:1][N:2]1[CH2:7][CH2:6][NH:5][CH2:4][CH2:3]1.[O:8]1[C:12]2([CH2:17][CH2:16][C:15](=O)[CH2:14][CH2:13]2)[O:11][CH2:10][CH2:9]1.[NH:19]1[CH:23]=[CH:22][N:21]=[N:20]1.O. (2) Given the product [Cl:18][C:19]1[CH:24]=[CH:23][C:22]([CH2:25][C:26]([NH:1][N:2]2[C:11](=[O:12])[C:10]3[C:5](=[CH:6][CH:7]=[CH:8][CH:9]=3)[C:4]([C:13]([O:15][CH2:16][CH3:17])=[O:14])=[N:3]2)=[O:27])=[CH:21][CH:20]=1, predict the reactants needed to synthesize it. The reactants are: [NH2:1][N:2]1[C:11](=[O:12])[C:10]2[C:5](=[CH:6][CH:7]=[CH:8][CH:9]=2)[C:4]([C:13]([O:15][CH2:16][CH3:17])=[O:14])=[N:3]1.[Cl:18][C:19]1[CH:24]=[CH:23][C:22]([CH2:25][C:26](Cl)=[O:27])=[CH:21][CH:20]=1. (3) Given the product [CH3:1][Sn:2]([CH3:5])([C:6]1[CH:11]=[CH:10][CH:9]=[CH:8][CH:7]=1)[C:6]1[CH:11]=[CH:10][CH:9]=[CH:8][CH:7]=1, predict the reactants needed to synthesize it. The reactants are: [CH3:1][Sn:2]([CH3:5])(Cl)Cl.[C:6]1([Mg]Br)[CH:11]=[CH:10][CH:9]=[CH:8][CH:7]=1. (4) Given the product [Cl:1][CH2:2][CH2:3][CH2:4][O:5][C:6]1[CH:7]=[CH:8][C:9]([CH2:10][C@@H:11]([C:23]([OH:25])=[O:24])[NH:12][C:13](=[O:22])[C:14]2[C:15]([Cl:21])=[CH:16][CH:17]=[CH:18][C:19]=2[Cl:20])=[CH:27][CH:28]=1, predict the reactants needed to synthesize it. The reactants are: [Cl:1][CH2:2][CH2:3][CH2:4][O:5][C:6]1[CH:28]=[CH:27][C:9]([CH2:10][C@@H:11]([C:23]([O:25]C)=[O:24])[NH:12][C:13](=[O:22])[C:14]2[C:19]([Cl:20])=[CH:18][CH:17]=[CH:16][C:15]=2[Cl:21])=[CH:8][CH:7]=1.O.[OH-].[Li+].O.